From a dataset of Experimentally validated miRNA-target interactions with 360,000+ pairs, plus equal number of negative samples. Binary Classification. Given a miRNA mature sequence and a target amino acid sequence, predict their likelihood of interaction. (1) The miRNA is hsa-miR-2278 with sequence GAGAGCAGUGUGUGUUGCCUGG. The protein sequence of the target gene is MSSLIRRVISTAKAPGAIGPYSQAVLVDRTIYISGQIGMDPSSGQLVSGGVAEEAKQALKNMGEILKAAGCDFTNVVKTTVLLADINDFNTVNEIYKQYFKSNFPARAAYQVAALPKGSRIEIEAVAIQGPLTTASL. Result: 0 (no interaction). (2) The miRNA is hsa-miR-1255b-2-3p with sequence AACCACUUUCUUUGCUCAUCCA. The protein sequence of the target gene is MMPSRTNLATGIPSSKVKYSRLSSTDDGYIDLQFKKTPPKIPYKAIALATVLFLIGAFLIIIGSLLLSGYISKGGADRAVPVLIIGILVFLPGFYHLRIAYYASKGYRGYSYDDIPDFDD. Result: 0 (no interaction). (3) The miRNA is hsa-miR-5696 with sequence CUCAUUUAAGUAGUCUGAUGCC. The protein sequence of the target gene is MADQDPAGISPLQQMVASGTGAVVTSLFMTPLDVVKVRLQSQRPSMASELMPSSRLWSLSYTKLPSSLQSTGKCLLYCNGVLEPLYLCPNGARCATWFQDPTRFTGTMDAFVKIVRHEGTRTLWSGLPATLVMTVPATAIYFTAYDQLKAFLCGRALTSDLYAPMVAGALARLGTVTVISPLELMRTKLQAQHVSYRELGACVRTAVAQGGWRSLWLGWGPTALRDVPFSALYWFNYELVKSWLNGFRPKDQTSVGMSFVAGGISGTVAAVLTLPFDVVKTQRQVALGAMEAVRVNPLHV.... Result: 0 (no interaction). (4) The miRNA is mmu-miR-466d-5p with sequence UGUGUGUGCGUACAUGUACAUG. The protein sequence of the target gene is MTRRRSAPASWLLVSLLGVATSLEVSESPGSVQVARGQTAVLPCAFSTSAALLNLNVIWMVIPLSNANQPEQVILYQGGQMFDGALRFHGRVGFTGTMPATNVSIFINNTQLSDTGTYQCLVNNLPDRGGRNIGVTGLTVLVPPSAPQCQIQGSQDLGSDVILLCSSEEGIPRPTYLWEKLDNTLKLPPTATQDQVQGTVTIRNISALSSGLYQCVASNAIGTSTCLLDLQVISPQPRSVGVIAGAVGTGAVLIVICLALISGAFFYWRSKNKEEEEEEIPNEIREDDLPPKCSSAKAFH.... Result: 1 (interaction). (5) The miRNA is hsa-miR-20b-5p with sequence CAAAGUGCUCAUAGUGCAGGUAG. The protein sequence of the target gene is MGGFFSSIFSSLFGTREMRILILGLDGAGKTTILYRLQVGEVVTTIPTIGFNVETVTYKNLKFQVWDLGGQTSIRPYWRCYYSNTDAVIYVVDSCDRDRIGISKSELVAMLEEEELRKAILVVFANKQDMEQAMTSSEMANSLGLPALKDRKWQIFKTSATKGTGLDEAMEWLVETLKSRQ. Result: 1 (interaction). (6) The miRNA is mmu-miR-297b-3p with sequence UAUACAUACACACAUACCCAUA. The protein sequence of the target gene is MEEHGVTQTEHMATIEAHAVAQQVQQVHVATYTEHSMLSADEDSPSSPEDTSYDDSDILNSTAADEVTAHLAAAGPVGMAAAAAVATGKKRKRPHVFESNPSIRKRQQTRLLRKLRATLDEYTTRVGQQAIVLCISPSKPNPVFKVFGAAPLENVVRKYKSMILEDLESALAEHAPAPQEVNSELPPLTIDGIPVSVDKMTQAQLRAFIPEMLKYSTGRGKPGWGKESCKPIWWPEDIPWANVRSDVRTEEQKQRVSWTQALRTIVKNCYKQHGREDLLYAFEDQQTQTQATTTHSIAHL.... Result: 1 (interaction). (7) The miRNA is hsa-miR-6722-3p with sequence UGCAGGGGUCGGGUGGGCCAGG. The protein sequence of the target gene is MWRPRWDPGILKAEALALLPCGLGMAFSQSHVMASRRHQHGRLIIEVDEYSSNPTQAFTFYNINQGRFQPPHVQMVDPVPHDAPKPPGYTRFVCVSDTHSRTDPIQMPYGDVLIHAGDFTELGLPSEVKKFNEWLGSLPYEYKIVIAGNHELTFDQEFMADLIKQDFYYFPSVSKLKPENYENVQSLLTNCIYLQDSEVTVRGFRIYGSPWQPWFYGWGFNLPRGQALLEKWNLIPEGVDILITHGPPLGFLDWVPKKMQRVGCVELLNTVQRRVQPRLHVFGHIHEGYGVMADGTTTYV.... Result: 0 (no interaction). (8) The miRNA is hsa-miR-5580-3p with sequence CACAUAUGAAGUGAGCCAGCAC. The protein sequence of the target gene is MSARAAAAKSTAMEETAIWEQHTVTLHRAPGFGFGIAISGGRDNPHFQSGETSIVISDVLKGGPAEGQLQENDRVAMVNGVSMDNVEHAFAVQQLRKSGKNAKITIRRKKKVQIPVSHPDPEPVSDNEDDSYDEEVHDPRAGRGALANRRSEKSWARDRSASRERSLSPRSDRRSVASSQPAKPTKVTLVKSRKNEEYGLRLASHIFVKEISQDSLAARDGNIQEGDVVLKINGTVTENMSLTDAKTLIERSKGKLKMVVQRDERATLLNVPDLSDSIHSANASERDDISEIQSLASDHS.... Result: 0 (no interaction). (9) The miRNA is hsa-miR-5707 with sequence ACGUUUGAAUGCUGUACAAGGC. The protein sequence of the target gene is MATKEKLQCLKDFHKDILKPSPGKSPGTRPEDEAEGKPPQREKWSSKIDFVLSVAGGFVGLGNVWRFPYLCYKNGGGAFLIPYFIFLFGSGLPVFFLEIIIGQYTSEGGITCWEKICPLFSGIGYASVVIVSLLNVYYIVILAWATYYLFQSFQKELPWAHCNHSWNTPHCMEDTMRKNKSVWITISSTNFTSPVIEFWERNVLSLSPGIDHPGSLKWDLALCLLLVWLVCFFCIWKGVRSTGKVVYFTATFPFAMLLVLLVRGLTLPGAGAGIKFYLYPDITRLEDPQVWIDAGTQIFF.... Result: 0 (no interaction).